This data is from Retrosynthesis with 50K atom-mapped reactions and 10 reaction types from USPTO. The task is: Predict the reactants needed to synthesize the given product. Given the product CCCN(C(=O)c1nc2ccccc2n1CCCCOC)[C@H]1C[C@@H](C(=O)N2CCOCC2)CN(C(=O)OC(C)(C)C)C1, predict the reactants needed to synthesize it. The reactants are: CCCN(C(=O)c1nc2ccccc2[nH]1)[C@H]1C[C@@H](C(=O)N2CCOCC2)CN(C(=O)OC(C)(C)C)C1.COCCCCOS(C)(=O)=O.